From a dataset of Peptide-MHC class II binding affinity with 134,281 pairs from IEDB. Regression. Given a peptide amino acid sequence and an MHC pseudo amino acid sequence, predict their binding affinity value. This is MHC class II binding data. (1) The peptide sequence is RQAGVQYSRA. The binding affinity (normalized) is 0.00350. The MHC is DRB5_0101 with pseudo-sequence DRB5_0101. (2) The peptide sequence is SYFRPLLWDYMCISL. The MHC is DRB1_0101 with pseudo-sequence DRB1_0101. The binding affinity (normalized) is 0.708. (3) The peptide sequence is GWPATEVMTAVGLMFAIV. The MHC is DRB5_0101 with pseudo-sequence DRB5_0101. The binding affinity (normalized) is 0.148. (4) The binding affinity (normalized) is 0.650. The peptide sequence is VDLAKSLRIAAKIYS. The MHC is HLA-DPA10201-DPB10501 with pseudo-sequence HLA-DPA10201-DPB10501. (5) The peptide sequence is AEEVKVIPAGELQVI. The MHC is DRB5_0101 with pseudo-sequence DRB5_0101. The binding affinity (normalized) is 0.477.